This data is from NCI-60 drug combinations with 297,098 pairs across 59 cell lines. The task is: Regression. Given two drug SMILES strings and cell line genomic features, predict the synergy score measuring deviation from expected non-interaction effect. Drug 1: C1CCC(CC1)NC(=O)N(CCCl)N=O. Drug 2: C1C(C(OC1N2C=NC(=NC2=O)N)CO)O. Cell line: HL-60(TB). Synergy scores: CSS=59.8, Synergy_ZIP=8.93, Synergy_Bliss=9.67, Synergy_Loewe=0.196, Synergy_HSA=13.1.